Dataset: Full USPTO retrosynthesis dataset with 1.9M reactions from patents (1976-2016). Task: Predict the reactants needed to synthesize the given product. (1) Given the product [Cl:9][C:5]1[CH:4]=[CH:3][C:2]([C:17]2([OH:19])[CH2:18][O:15][CH2:16]2)=[CH:7][C:6]=1[CH3:8], predict the reactants needed to synthesize it. The reactants are: Br[C:2]1[CH:3]=[CH:4][C:5]([Cl:9])=[C:6]([CH3:8])[CH:7]=1.C([Li])CCC.[O:15]1[CH2:18][C:17](=[O:19])[CH2:16]1.O. (2) Given the product [Cl:15][C:14]1[C:8]2[C:9](=[N:10][N:6]([CH2:5][C:2]([NH:1][C:25](=[S:26])[C:24]3[CH:23]=[CH:22][C:21]([C:20]([F:19])([F:30])[F:31])=[CH:29][CH:28]=3)([C:3]#[N:4])[CH3:18])[N:7]=2)[CH:11]=[C:12]([O:16][CH3:17])[CH:13]=1, predict the reactants needed to synthesize it. The reactants are: [NH2:1][C:2]([CH3:18])([CH2:5][N:6]1[N:10]=[C:9]2[CH:11]=[C:12]([O:16][CH3:17])[CH:13]=[C:14]([Cl:15])[C:8]2=[N:7]1)[C:3]#[N:4].[F:19][C:20]([F:31])([F:30])[C:21]1[CH:29]=[CH:28][C:24]([C:25](Cl)=[S:26])=[CH:23][CH:22]=1.